Dataset: Forward reaction prediction with 1.9M reactions from USPTO patents (1976-2016). Task: Predict the product of the given reaction. (1) The product is: [Cl:1][C:2]1[CH:3]=[C:4]([N:8]([CH2:9][C:10]2[C:19]3[C:14](=[C:15]([F:21])[C:16]([F:20])=[CH:17][CH:18]=3)[NH:13][C:12](=[O:22])[CH:11]=2)[C:29]([C:28]2[C:24]([CH3:23])=[N:25][O:26][C:27]=2[CH3:32])=[O:30])[CH:5]=[CH:6][CH:7]=1. Given the reactants [Cl:1][C:2]1[CH:3]=[C:4]([NH:8][CH2:9][C:10]2[C:19]3[C:14](=[C:15]([F:21])[C:16]([F:20])=[CH:17][CH:18]=3)[NH:13][C:12](=[O:22])[CH:11]=2)[CH:5]=[CH:6][CH:7]=1.[CH3:23][C:24]1[C:28]([C:29](O)=[O:30])=[C:27]([CH3:32])[O:26][N:25]=1, predict the reaction product. (2) Given the reactants [NH:1]1[C:5](=[O:6])[CH2:4][CH2:3][C@H:2]1[C:7]([OH:9])=O.[NH4+].O[N:12]1C2C=CC=CC=2N=N1.C1CCC(N=C=NC2CCCCC2)CC1, predict the reaction product. The product is: [O:6]=[C:5]1[NH:1][C@H:2]([C:7]([NH2:12])=[O:9])[CH2:3][CH2:4]1. (3) Given the reactants [C:1]([O:5][C:6]([N:8]1[CH2:13][CH2:12][N:11]([S:14]([C:17]2[C:22]([Cl:23])=[CH:21][CH:20]=[C:19]([N+:24]([O-:26])=[O:25])[C:18]=2Cl)(=[O:16])=[O:15])[CH2:10][CH2:9]1)=[O:7])([CH3:4])([CH3:3])[CH3:2].[H-].[Na+].[OH2:30], predict the reaction product. The product is: [C:1]([O:5][C:6]([N:8]1[CH2:13][CH2:12][N:11]([S:14]([C:17]2[C:22]([Cl:23])=[CH:21][CH:20]=[C:19]([N+:24]([O-:26])=[O:25])[C:18]=2[OH:30])(=[O:16])=[O:15])[CH2:10][CH2:9]1)=[O:7])([CH3:4])([CH3:3])[CH3:2].